From a dataset of Forward reaction prediction with 1.9M reactions from USPTO patents (1976-2016). Predict the product of the given reaction. (1) Given the reactants C([O:8][C:9]1[CH:14]=[CH:13][CH:12]=[CH:11][C:10]=1[C:15]1[C:19]([CH3:20])=[CH:18][N:17]([CH:21]([O:36][CH2:37][CH3:38])[C:22]([NH:24][CH2:25][C:26]2[CH:31]=[CH:30][C:29]([C:32](=[NH:35])[NH:33]O)=[CH:28][CH:27]=2)=[O:23])[N:16]=1)C1C=CC=CC=1.C([OH:41])C, predict the reaction product. The product is: [C:37]([OH:41])(=[O:36])[CH3:38].[C:32]([C:29]1[CH:28]=[CH:27][C:26]([CH2:25][NH:24][C:22](=[O:23])[CH:21]([O:36][CH2:37][CH3:38])[N:17]2[CH:18]=[C:19]([CH3:20])[C:15]([C:10]3[CH:11]=[CH:12][CH:13]=[CH:14][C:9]=3[OH:8])=[N:16]2)=[CH:31][CH:30]=1)(=[NH:33])[NH2:35]. (2) Given the reactants [NH:1]1[C:5]2[CH:6]=[CH:7][CH:8]=[CH:9][C:4]=2[N:3]=[C:2]1[CH:10]([NH2:20])[CH2:11][C:12]1[CH:17]=[CH:16][C:15]([O:18][CH3:19])=[CH:14][CH:13]=1.[CH:21]1([NH2:25])[CH2:24][CH2:23][CH2:22]1.[C:26](O)(C(F)(F)F)=[O:27], predict the reaction product. The product is: [NH:1]1[C:5]2[CH:6]=[CH:7][CH:8]=[CH:9][C:4]=2[N:3]=[C:2]1[CH:10]([NH:20][C:26]([NH:25][CH:21]1[CH2:24][CH2:23][CH2:22]1)=[O:27])[CH2:11][C:12]1[CH:17]=[CH:16][C:15]([O:18][CH3:19])=[CH:14][CH:13]=1.